The task is: Predict which catalyst facilitates the given reaction.. This data is from Catalyst prediction with 721,799 reactions and 888 catalyst types from USPTO. (1) Reactant: [H-].[Na+].[Cl:3][C:4]1[CH:9]=[CH:8][C:7]([C:10]2[N:14]([C:15]3[CH:20]=[CH:19][C:18]([Cl:21])=[CH:17][C:16]=3[Cl:22])[N:13]=[C:12]([C:23]3[NH:27][C:26](=[O:28])[C:25]([CH3:30])([CH3:29])[N:24]=3)[C:11]=2[CH3:31])=[CH:6][CH:5]=1.[CH3:32]I.O. Product: [Cl:3][C:4]1[CH:9]=[CH:8][C:7]([C:10]2[N:14]([C:15]3[CH:20]=[CH:19][C:18]([Cl:21])=[CH:17][C:16]=3[Cl:22])[N:13]=[C:12]([C:23]3[N:27]([CH3:32])[C:26](=[O:28])[C:25]([CH3:29])([CH3:30])[N:24]=3)[C:11]=2[CH3:31])=[CH:6][CH:5]=1. The catalyst class is: 3. (2) The catalyst class is: 98. Reactant: CC(C[AlH]CC(C)C)C.[CH:10]1([N:15]2[C:19]3[N:20]=[C:21]([S:24][CH3:25])[N:22]=[CH:23][C:18]=3[CH:17]=[C:16]2[C:26](OC)=[O:27])[CH2:14][CH2:13][CH2:12][CH2:11]1. Product: [CH:10]1([N:15]2[C:19]3[N:20]=[C:21]([S:24][CH3:25])[N:22]=[CH:23][C:18]=3[CH:17]=[C:16]2[CH2:26][OH:27])[CH2:11][CH2:12][CH2:13][CH2:14]1. (3) Reactant: F[C:2]1[CH:7]=[CH:6][C:5]([N+:8]([O-:10])=[O:9])=[CH:4][CH:3]=1.[F:11][C:12]([F:16])([F:15])[CH2:13][OH:14].[H-].[Na+]. Product: [N+:8]([C:5]1[CH:6]=[CH:7][C:2]([O:14][CH2:13][C:12]([F:16])([F:15])[F:11])=[CH:3][CH:4]=1)([O-:10])=[O:9]. The catalyst class is: 3. (4) Reactant: [CH3:1][O:2][C:3](=[O:32])[CH:4]([O:29][CH2:30][CH3:31])[CH2:5][C:6]1[CH:11]=[CH:10][CH:9]=[C:8]([CH2:12][CH2:13][N:14](C(OC(C)(C)C)=O)[CH2:15][CH2:16][CH2:17][CH2:18][CH2:19][CH2:20][CH3:21])[CH:7]=1.Cl. Product: [CH3:1][O:2][C:3](=[O:32])[CH:4]([O:29][CH2:30][CH3:31])[CH2:5][C:6]1[CH:11]=[CH:10][CH:9]=[C:8]([CH2:12][CH2:13][NH:14][CH2:15][CH2:16][CH2:17][CH2:18][CH2:19][CH2:20][CH3:21])[CH:7]=1. The catalyst class is: 13. (5) Reactant: [CH:1]([N:4]1[C:8]([C:9]2[N:18]=[C:17]3[N:11]([CH2:12][CH2:13][O:14][C:15]4[CH:22]=[C:21]([O:23][C:24]([CH3:29])([CH3:28])[C:25]([OH:27])=O)[N:20]=[CH:19][C:16]=43)[CH:10]=2)=[N:7][CH:6]=[N:5]1)([CH3:3])[CH3:2].C[N:31](C(ON1N=NC2C=CC=NC1=2)=[N+](C)C)C.F[P-](F)(F)(F)(F)F.[Cl-].[NH4+].C(N(CC)CC)C. Product: [CH:1]([N:4]1[C:8]([C:9]2[N:18]=[C:17]3[C:16]4[CH:19]=[N:20][C:21]([O:23][C:24]([CH3:28])([CH3:29])[C:25]([NH2:31])=[O:27])=[CH:22][C:15]=4[O:14][CH2:13][CH2:12][N:11]3[CH:10]=2)=[N:7][CH:6]=[N:5]1)([CH3:3])[CH3:2]. The catalyst class is: 3. (6) Reactant: [Cl:1][C:2]1[CH:9]=[CH:8][CH:7]=[C:6]([O:10][CH2:11][CH3:12])[C:3]=1[C:4]#[N:5].B.[H][H].Cl. Product: [Cl:1][C:2]1[CH:9]=[CH:8][CH:7]=[C:6]([O:10][CH2:11][CH3:12])[C:3]=1[CH2:4][NH2:5]. The catalyst class is: 20. (7) Reactant: [F:1][C:2]([C:10]([F:13])([F:12])[F:11])([C:6]([F:9])([F:8])[F:7])[CH2:3][CH:4]=[CH2:5].ClC1C=C(C=CC=1)C(OO)=[O:19]. Product: [F:1][C:2]([C:10]([F:11])([F:12])[F:13])([C:6]([F:7])([F:8])[F:9])[CH2:3][CH:4]1[CH2:5][O:19]1. The catalyst class is: 159.